Dataset: Full USPTO retrosynthesis dataset with 1.9M reactions from patents (1976-2016). Task: Predict the reactants needed to synthesize the given product. Given the product [CH3:1][O:3][C:4](=[O:17])[CH2:5][NH:6][C:7]1[CH:8]=[CH:9][CH:10]=[C:11]2[C:16]=1[CH2:15][N:14]([CH:18]1[CH2:21][CH2:20][CH2:19]1)[CH2:13][CH2:12]2, predict the reactants needed to synthesize it. The reactants are: [CH2:1]([O:3][C:4](=[O:17])[CH2:5][NH:6][C:7]1[CH:8]=[CH:9][CH:10]=[C:11]2[C:16]=1[CH2:15][NH:14][CH2:13][CH2:12]2)C.[C:18]1(=O)[CH2:21][CH2:20][CH2:19]1.[BH3-]C#N.[Na+].O.